From a dataset of Full USPTO retrosynthesis dataset with 1.9M reactions from patents (1976-2016). Predict the reactants needed to synthesize the given product. (1) Given the product [OH:1][C:2]([CH3:23])([CH3:22])[CH2:3][C@@:4]1([C:16]2[CH:21]=[CH:20][CH:19]=[CH:18][CH:17]=2)[O:9][C:8](=[O:10])[N:7]([C@H:11]2[CH2:15][CH2:14][N:13]([C:25]3[CH:30]=[CH:29][C:28]([C:31]([F:34])([F:33])[F:32])=[CH:27][N:26]=3)[CH2:12]2)[CH2:6][CH2:5]1, predict the reactants needed to synthesize it. The reactants are: [OH:1][C:2]([CH3:23])([CH3:22])[CH2:3][C@@:4]1([C:16]2[CH:21]=[CH:20][CH:19]=[CH:18][CH:17]=2)[O:9][C:8](=[O:10])[N:7]([C@H:11]2[CH2:15][CH2:14][NH:13][CH2:12]2)[CH2:6][CH2:5]1.F[C:25]1[CH:30]=[CH:29][C:28]([C:31]([F:34])([F:33])[F:32])=[CH:27][N:26]=1. (2) The reactants are: [I-].[Na+].[N:3]([CH2:6][CH2:7][NH:8][C:9]1[C:10]([C:14]2[N:18]([C:19]3[CH:24]=[CH:23][C:22]([F:25])=[C:21]([Br:26])[CH:20]=3)[C:17](=[O:27])[O:16][N:15]=2)=[N:11][O:12][N:13]=1)=[N+]=[N-].[Cl:28][Si](C)(C)C.O.O.O.O.O.S([O-])([O-])(=O)=S.[Na+].[Na+].C(=O)([O-])[O-].[K+].[K+].C(OC(OC(C)(C)C)=O)(OC(C)(C)C)=O. Given the product [ClH:28].[NH2:3][CH2:6][CH2:7][NH:8][C:9]1[C:10]([C:14]2[N:18]([C:19]3[CH:24]=[CH:23][C:22]([F:25])=[C:21]([Br:26])[CH:20]=3)[C:17](=[O:27])[O:16][N:15]=2)=[N:11][O:12][N:13]=1, predict the reactants needed to synthesize it. (3) Given the product [CH2:13]([N:15]1[CH:19]=[C:18]([NH:20][C:21](=[O:32])[CH2:22][C:23]2[CH:28]=[CH:27][C:26]([O:29][C:2]3[C:11]4[C:6](=[CH:7][CH:8]=[C:9]([F:12])[CH:10]=4)[N:5]=[CH:4][CH:3]=3)=[CH:25][C:24]=2[O:30][CH3:31])[CH:17]=[N:16]1)[CH3:14], predict the reactants needed to synthesize it. The reactants are: Cl[C:2]1[C:11]2[C:6](=[CH:7][CH:8]=[C:9]([F:12])[CH:10]=2)[N:5]=[CH:4][CH:3]=1.[CH2:13]([N:15]1[CH:19]=[C:18]([NH:20][C:21](=[O:32])[CH2:22][C:23]2[CH:28]=[CH:27][C:26]([OH:29])=[CH:25][C:24]=2[O:30][CH3:31])[CH:17]=[N:16]1)[CH3:14].C(=O)([O-])[O-].[Cs+].[Cs+]. (4) Given the product [C:1]([C:3]1[CH:4]=[N:5][C:6]2[C:11]([C:12]=1[NH:13][C:14]1[CH:15]=[C:16]([CH:21]=[CH:22][CH:23]=1)[C:17]([OH:19])=[O:18])=[CH:10][C:9]([NH:24][CH2:25][CH2:26][N:27]1[CH2:32][CH2:31][O:30][CH2:29][CH2:28]1)=[N:8][CH:7]=2)#[N:2], predict the reactants needed to synthesize it. The reactants are: [C:1]([C:3]1[CH:4]=[N:5][C:6]2[C:11]([C:12]=1[NH:13][C:14]1[CH:15]=[C:16]([CH:21]=[CH:22][CH:23]=1)[C:17]([O:19]C)=[O:18])=[CH:10][C:9]([NH:24][CH2:25][CH2:26][N:27]1[CH2:32][CH2:31][O:30][CH2:29][CH2:28]1)=[N:8][CH:7]=2)#[N:2].CO.[OH-].[Li+]. (5) Given the product [OH:21][CH2:19][CH2:20][N:1]1[CH2:5][CH2:4][CH:3]([C:6]2[NH:7][C:8](=[O:17])[C:9]3[C:14]([CH:15]=2)=[C:13]([CH3:16])[CH:12]=[CH:11][CH:10]=3)[CH2:2]1, predict the reactants needed to synthesize it. The reactants are: [NH:1]1[CH2:5][CH2:4][CH:3]([C:6]2[NH:7][C:8](=[O:17])[C:9]3[C:14]([CH:15]=2)=[C:13]([CH3:16])[CH:12]=[CH:11][CH:10]=3)[CH2:2]1.Br[CH:19]([OH:21])[CH3:20].C(=O)([O-])O.[Na+].C(C(C)=O)C.